From a dataset of Full USPTO retrosynthesis dataset with 1.9M reactions from patents (1976-2016). Predict the reactants needed to synthesize the given product. (1) Given the product [N:1]1([C:10]2[S:14][C:13]([C:15]([NH2:27])=[O:17])=[C:12]([CH2:19][CH2:20][C:21]3[CH:26]=[CH:25][CH:24]=[CH:23][CH:22]=3)[CH:11]=2)[C:5]2[CH:6]=[CH:7][CH:8]=[CH:9][C:4]=2[N:3]=[CH:2]1, predict the reactants needed to synthesize it. The reactants are: [N:1]1([C:10]2[S:14][C:13]([C:15]([O:17]C)=O)=[C:12]([CH2:19][CH2:20][C:21]3[CH:26]=[CH:25][CH:24]=[CH:23][CH:22]=3)[CH:11]=2)[C:5]2[CH:6]=[CH:7][CH:8]=[CH:9][C:4]=2[N:3]=[CH:2]1.[NH3:27]. (2) Given the product [C:7]1([C:23]2[CH:28]=[CH:27][CH:26]=[CH:25][CH:24]=2)[CH:12]=[CH:11][CH:10]=[CH:9][C:8]=1[C:13]1[CH:18]=[CH:17][C:16](=[O:19])[N:15]([CH3:20])[N:14]=1, predict the reactants needed to synthesize it. The reactants are: FC(F)(F)S(O[C:7]1[CH:12]=[CH:11][CH:10]=[CH:9][C:8]=1[C:13]1[CH:18]=[CH:17][C:16](=[O:19])[N:15]([CH3:20])[N:14]=1)(=O)=O.[C:23]1(B(O)O)[CH:28]=[CH:27][CH:26]=[CH:25][CH:24]=1. (3) Given the product [N:3]12[CH2:10][CH2:9][CH:6]([CH2:7][CH2:8]1)[C@@H:5]([NH:11][C:18]([C:16]1[S:17][C:13]([Br:12])=[CH:14][CH:15]=1)=[O:19])[CH2:4]2, predict the reactants needed to synthesize it. The reactants are: Cl.Cl.[N:3]12[CH2:10][CH2:9][CH:6]([CH2:7][CH2:8]1)[C@H:5]([NH2:11])[CH2:4]2.[Br:12][C:13]1[S:17][C:16]([C:18](O)=[O:19])=[CH:15][CH:14]=1.O.ON1C2C=CC=CC=2N=N1.F[B-](F)(F)F.N1(OC(N(C)C)=[N+](C)C)C2C=CC=CC=2N=N1.C(N(CC)C(C)C)(C)C. (4) The reactants are: [I:1][C:2]1[O:3][C:4]2[C:5](=[C:7]([C:11]([OH:13])=O)[CH:8]=[CH:9][CH:10]=2)[CH:6]=1.CN(C(ON1N=NC2C=CC=CC1=2)=[N+](C)C)C.[B-](F)(F)(F)F.CCN(C(C)C)C(C)C.[NH2:45][CH2:46][CH:47]1[CH2:51][S:50][CH2:49][N:48]1[C:52]([C:54]1[N:55]=[C:56]([CH3:66])[S:57][C:58]=1[C:59]1[CH:60]=[C:61]([CH3:65])[CH:62]=[CH:63][CH:64]=1)=[O:53]. Given the product [CH3:66][C:56]1[S:57][C:58]([C:59]2[CH:60]=[C:61]([CH3:65])[CH:62]=[CH:63][CH:64]=2)=[C:54]([C:52]([N:48]2[CH:47]([CH2:46][NH:45][C:11]([C:7]3[CH:8]=[CH:9][CH:10]=[C:4]4[O:3][C:2]([I:1])=[CH:6][C:5]=34)=[O:13])[CH2:51][S:50][CH2:49]2)=[O:53])[N:55]=1, predict the reactants needed to synthesize it. (5) Given the product [CH3:14][N:15]1[CH:19]=[CH:18][C:17]([CH3:20])=[N:16]1.[CH3:21][N:22]1[C:26]([CH3:27])=[CH:25][CH:24]=[N:23]1, predict the reactants needed to synthesize it. The reactants are: CNN.COC(OC)CC(=O)C.Cl.[CH3:14][N:15]1[CH:19]=[CH:18][C:17]([CH3:20])=[N:16]1.[CH3:21][N:22]1[C:26]([CH3:27])=[CH:25][CH:24]=[N:23]1. (6) Given the product [CH2:41]([O:43][C:44]1[C:15]2[C:5](=[C:6]([O:16][CH2:17][CH3:18])[CH:7]=[C:8]([C:9]([O:11][CH2:12][CH3:13])=[O:10])[CH:14]=2)[N:4]=[C:1]([CH3:2])[CH:45]=1)[CH3:42], predict the reactants needed to synthesize it. The reactants are: [C:1]([NH:4][C:5]1[CH:15]=[CH:14][C:8]([C:9]([O:11][CH2:12][CH3:13])=[O:10])=[CH:7][C:6]=1[O:16][CH2:17][CH3:18])(=O)[CH3:2].ClC1C=CC=CN=1.S(OS(C(F)(F)F)(=O)=O)(C(F)(F)F)(=O)=O.[C:41]([O:43][CH2:44][CH3:45])#[CH:42].